Dataset: Reaction yield outcomes from USPTO patents with 853,638 reactions. Task: Predict the reaction yield, written as a fraction of the theoretical maximum amount of product (1.0 means a 100% yield; for example, 0.34 means a 34% yield). (1) The reactants are [NH2:1][C@@H:2]([C:6]1[O:7][C:8]2[C:13]([C:14](=[O:23])[C:15]=1[CH2:16][C:17]1[CH:22]=[CH:21][CH:20]=[CH:19][CH:18]=1)=[CH:12][CH:11]=[C:10]([Cl:24])[CH:9]=2)[CH:3]([CH3:5])[CH3:4].C([O-])([O-])=O.[K+].[K+].Br[CH2:32][C:33](=[O:46])[CH2:34][N:35]1[C:39](=[O:40])[C:38]2=[CH:41][CH:42]=[CH:43][CH:44]=[C:37]2[C:36]1=[O:45]. The catalyst is CN(C=O)C. The product is [C:36]1(=[O:45])[N:35]([CH2:34][C:33](=[O:46])[CH2:32][NH:1][C@@H:2]([C:6]2[O:7][C:8]3[C:13]([C:14](=[O:23])[C:15]=2[CH2:16][C:17]2[CH:22]=[CH:21][CH:20]=[CH:19][CH:18]=2)=[CH:12][CH:11]=[C:10]([Cl:24])[CH:9]=3)[CH:3]([CH3:4])[CH3:5])[C:39](=[O:40])[C:38]2=[CH:41][CH:42]=[CH:43][CH:44]=[C:37]12. The yield is 1.00. (2) The product is [Br:17][CH2:2][C:1]([C:4]1[C:5](=[O:16])[O:6][C:7]2[C:12]([CH:13]=1)=[C:11]([F:14])[CH:10]=[C:9]([F:15])[CH:8]=2)=[O:3]. The reactants are [C:1]([C:4]1[C:5](=[O:16])[O:6][C:7]2[C:12]([CH:13]=1)=[C:11]([F:14])[CH:10]=[C:9]([F:15])[CH:8]=2)(=[O:3])[CH3:2].[Br-:17].[Br-].[Br-].C([N+](CCCC)(CCCC)CCCC)CCC.C([N+](CCCC)(CCCC)CCCC)CCC.C([N+](CCCC)(CCCC)CCCC)CCC. The catalyst is C1COCC1. The yield is 0.570.